The task is: Regression. Given a peptide amino acid sequence and an MHC pseudo amino acid sequence, predict their binding affinity value. This is MHC class II binding data.. This data is from Peptide-MHC class II binding affinity with 134,281 pairs from IEDB. (1) The MHC is DRB1_0401 with pseudo-sequence DRB1_0401. The binding affinity (normalized) is 0.565. The peptide sequence is GELQQVDKIDAAFKI. (2) The peptide sequence is NSVVQALTSLGLLYT. The MHC is DRB1_1501 with pseudo-sequence DRB1_1501. The binding affinity (normalized) is 0.984.